From a dataset of Catalyst prediction with 721,799 reactions and 888 catalyst types from USPTO. Predict which catalyst facilitates the given reaction. (1) Reactant: [I:1][C:2]1[CH:7]=[C:6]([N+:8]([O-:10])=[O:9])[CH:5]=[C:4]([N+]([O-])=O)[CH:3]=1.[CH3:14][O-:15].[Na+].O. Product: [I:1][C:2]1[CH:7]=[C:6]([N+:8]([O-:10])=[O:9])[CH:5]=[C:4]([O:15][CH3:14])[CH:3]=1. The catalyst class is: 5. (2) Reactant: [CH2:1]([O:3][C:4](=[O:34])[CH:5]([C:10]1[CH:11]=[C:12]([C:24]2[CH:29]=[CH:28][C:27]([C:30]([F:33])([F:32])[F:31])=[CH:26][CH:25]=2)[CH:13]=[C:14](OS(C(F)(F)F)(=O)=O)[CH:15]=1)[CH2:6][CH:7]([CH3:9])[CH3:8])[CH3:2].C(P(C(C)(C)C)C1C=CC2C(=CC=CC=2)C=1C1C2C(=CC=CC=2)C=CC=1)(C)(C)C.Br.[CH2:65]([CH:68]1[CH2:73][CH2:72][CH2:71][CH2:70][NH:69]1)[CH2:66][CH3:67].CC([O-])(C)C.[Na+]. Product: [CH2:1]([O:3][C:4](=[O:34])[CH:5]([C:10]1[CH:11]=[C:12]([C:24]2[CH:25]=[CH:26][C:27]([C:30]([F:32])([F:33])[F:31])=[CH:28][CH:29]=2)[CH:13]=[C:14]([N:69]2[CH2:70][CH2:71][CH2:72][CH2:73][CH:68]2[CH2:65][CH2:66][CH3:67])[CH:15]=1)[CH2:6][CH:7]([CH3:9])[CH3:8])[CH3:2]. The catalyst class is: 222. (3) Reactant: [CH3:1][C:2]1[N:3]=[CH:4][NH:5][C:6]=1[CH3:7].Br[CH2:9][C:10]1[CH:15]=[CH:14][C:13]([NH:16][C:17](=[O:22])[C:18]([F:21])([F:20])[F:19])=[CH:12][C:11]=1[C:23]([F:26])([F:25])[F:24]. Product: [F:19][C:18]([F:20])([F:21])[C:17]([NH:16][C:13]1[CH:14]=[CH:15][C:10]([CH2:9][N:3]2[C:2]([CH3:1])=[C:6]([CH3:7])[N:5]=[CH:4]2)=[C:11]([C:23]([F:25])([F:24])[F:26])[CH:12]=1)=[O:22]. The catalyst class is: 10. (4) The catalyst class is: 2. Reactant: [CH3:1][C:2]1([CH2:6][O:7][C:8](=[O:25])[C@@H:9]([NH:14][C:15]([O:17][CH2:18][C:19]2[CH:24]=[CH:23][CH:22]=[CH:21][CH:20]=2)=[O:16])[CH2:10][CH:11]([CH3:13])[CH3:12])[CH2:5][O:4][CH2:3]1.B(F)(F)F.CCOCC.C(N(CC)CC)C. Product: [CH2:18]([O:17][C:15](=[O:16])[NH:14][CH:9]([C:8]12[O:7][CH2:6][C:2]([CH3:3])([CH2:5][O:4]1)[CH2:1][O:25]2)[CH2:10][CH:11]([CH3:12])[CH3:13])[C:19]1[CH:20]=[CH:21][CH:22]=[CH:23][CH:24]=1.[NH:14]([C:15]([O:17][CH2:18][C:19]1[CH:20]=[CH:21][CH:22]=[CH:23][CH:24]=1)=[O:16])[C@H:9]([C:8]([OH:25])=[O:7])[CH2:10][CH:11]([CH3:13])[CH3:12]. (5) Reactant: [NH2:1][CH2:2][CH2:3][CH2:4][CH2:5][NH:6][S:7]([C:10]1[CH:15]=[CH:14][C:13]([CH2:16][N:17]([CH2:25][C:26]2[NH:27][CH:28]=[CH:29][N:30]=2)[CH2:18][C:19]2[N:20]([CH3:24])[CH:21]=[CH:22][N:23]=2)=[CH:12][CH:11]=1)(=[O:9])=[O:8].[CH:31](=O)[CH2:32][CH3:33].[C:35]([BH3-])#N.[Na+].[C:39](O)(=O)[CH3:40]. Product: [CH2:31]([N:1]([CH2:35][CH2:39][CH3:40])[CH2:2][CH2:3][CH2:4][CH2:5][NH:6][S:7]([C:10]1[CH:15]=[CH:14][C:13]([CH2:16][N:17]([CH2:25][C:26]2[NH:30][CH:29]=[CH:28][N:27]=2)[CH2:18][C:19]2[N:20]([CH3:24])[CH:21]=[CH:22][N:23]=2)=[CH:12][CH:11]=1)(=[O:8])=[O:9])[CH2:32][CH3:33]. The catalyst class is: 5.